This data is from Peptide-MHC class I binding affinity with 185,985 pairs from IEDB/IMGT. The task is: Regression. Given a peptide amino acid sequence and an MHC pseudo amino acid sequence, predict their binding affinity value. This is MHC class I binding data. The peptide sequence is IATVDSYVI. The MHC is HLA-B07:02 with pseudo-sequence HLA-B07:02. The binding affinity (normalized) is 0.